Dataset: Peptide-MHC class II binding affinity with 134,281 pairs from IEDB. Task: Regression. Given a peptide amino acid sequence and an MHC pseudo amino acid sequence, predict their binding affinity value. This is MHC class II binding data. (1) The binding affinity (normalized) is 0.370. The MHC is HLA-DPA10201-DPB10101 with pseudo-sequence HLA-DPA10201-DPB10101. The peptide sequence is KGSNPNYLALLVKYVNGDGD. (2) The peptide sequence is QAMASTEGNVTGMFA. The MHC is HLA-DPA10201-DPB10501 with pseudo-sequence HLA-DPA10201-DPB10501. The binding affinity (normalized) is 0. (3) The peptide sequence is EKKYFAATQFETLAA. The MHC is HLA-DQA10501-DQB10201 with pseudo-sequence HLA-DQA10501-DQB10201. The binding affinity (normalized) is 0.450.